This data is from Full USPTO retrosynthesis dataset with 1.9M reactions from patents (1976-2016). The task is: Predict the reactants needed to synthesize the given product. Given the product [F:48][C:45]1[CH:46]=[CH:47][C:42]([CH2:41][CH:7]2[CH2:8][N:9]([CH2:11][CH2:12][C@H:13]([NH:16][C:17]([NH:19][C:20]3[N:21]([CH3:28])[N:22]=[C:23]([CH:25]4[CH2:26][CH2:27]4)[CH:24]=3)=[O:18])[CH2:14][OH:15])[CH2:10]2)=[CH:43][CH:44]=1, predict the reactants needed to synthesize it. The reactants are: ClC1C=CC(O[CH:7]2[CH2:10][N:9]([CH2:11][CH2:12][C@H:13]([NH:16][C:17]([NH:19][C:20]3[N:21]([CH3:28])[N:22]=[C:23]([CH:25]4[CH2:27][CH2:26]4)[CH:24]=3)=[O:18])[CH2:14][OH:15])[CH2:8]2)=CC=1.N[C@@H](CCN1CC([CH2:41][C:42]2[CH:47]=[CH:46][C:45]([F:48])=[CH:44][CH:43]=2)C1)CO.